From a dataset of Experimentally validated miRNA-target interactions with 360,000+ pairs, plus equal number of negative samples. Binary Classification. Given a miRNA mature sequence and a target amino acid sequence, predict their likelihood of interaction. The miRNA is hsa-miR-619-5p with sequence GCUGGGAUUACAGGCAUGAGCC. The protein sequence of the target gene is MPPPQKIPSVRPFKQRKSLAIRQEEVAGIRAKFPNKIPVVVERYPRETFLPPLDKTKFLVPQELTMTQFLSIIRSRMVLRATEAFYLLVNNKSLVSMSATMAEIYRDYKDEDGFVYMTYASQETFGCLESAAPRDGSSLEDRPCNPL. Result: 0 (no interaction).